Dataset: Reaction yield outcomes from USPTO patents with 853,638 reactions. Task: Predict the reaction yield, written as a fraction of the theoretical maximum amount of product (1.0 means a 100% yield; for example, 0.34 means a 34% yield). (1) The catalyst is O. The yield is 0.620. The reactants are Cl[C:2]1[N:10]=[C:9]([Cl:11])[CH:8]=[CH:7][C:3]=1[C:4]([OH:6])=[O:5].[CH2:12]([NH2:14])[CH3:13]. The product is [CH2:12]([NH:14][C:2]1[N:10]=[C:9]([Cl:11])[CH:8]=[CH:7][C:3]=1[C:4]([OH:6])=[O:5])[CH3:13]. (2) The reactants are [N+:1]([C:4]1[CH:5]=[C:6]([OH:12])[C:7]([O:10][CH3:11])=[CH:8][CH:9]=1)([O-:3])=[O:2].[C:13](=O)([O-])[O-].[Cs+].[Cs+].[Br:19][CH2:20]CBr. The catalyst is CN(C=O)C.CCOC(C)=O. The product is [Br:19][CH2:20][CH2:11][O:10][C:7]1[CH:8]=[CH:9][C:4]([N+:1]([O-:3])=[O:2])=[CH:5][C:6]=1[O:12][CH3:13]. The yield is 0.420. (3) The reactants are [NH4+:1].[Cl-].[Al](C)(C)C.[CH3:7][O:8][C:9]1[CH:16]=[CH:15][C:12]([C:13]#[N:14])=[CH:11][CH:10]=1. The catalyst is C1(C)C=CC=CC=1.C(Cl)(Cl)Cl. The product is [CH3:7][O:8][C:9]1[CH:16]=[CH:15][C:12]([C:13](=[NH:1])[NH2:14])=[CH:11][CH:10]=1. The yield is 0.850. (4) The reactants are [C:1]([NH:8][C@:9]1([C:14]([OH:16])=[O:15])[CH2:11][C@H:10]1[CH:12]=[CH2:13])([O:3][C:4]([CH3:7])([CH3:6])[CH3:5])=[O:2].[N+](=C)=[N-].[CH3:20][CH2:21]OC(C)=O.[CH3:26]CCCCC. The catalyst is CCOCC.C([O-])(=O)C.[Pd+2].C([O-])(=O)C. The product is [CH2:20]([O:15][C:14]([C@@:9]1([NH:8][C:1]([O:3][C:4]([CH3:7])([CH3:6])[CH3:5])=[O:2])[CH2:11][C@H:10]1[CH:12]1[CH2:26][CH2:13]1)=[O:16])[CH3:21]. The yield is 0.780.